This data is from Reaction yield outcomes from USPTO patents with 853,638 reactions. The task is: Predict the reaction yield, written as a fraction of the theoretical maximum amount of product (1.0 means a 100% yield; for example, 0.34 means a 34% yield). (1) The reactants are C(=O)([O-])[O-].[Cs+].[Cs+].[CH3:7][O:8][C:9]1[CH:10]=[C:11]([CH:14]=[CH:15][C:16]=1[N+:17]([O-:19])=[O:18])[CH2:12][OH:13].[CH2:20](Br)[C:21]1[CH:26]=[CH:25][CH:24]=[CH:23][CH:22]=1. The catalyst is C(OCC)C. The product is [CH2:20]([O:13][CH2:12][C:11]1[CH:14]=[CH:15][C:16]([N+:17]([O-:19])=[O:18])=[C:9]([O:8][CH3:7])[CH:10]=1)[C:21]1[CH:26]=[CH:25][CH:24]=[CH:23][CH:22]=1. The yield is 0.840. (2) The reactants are [OH:1][C:2]1[CH:3]=[C:4]2[C:8](=[CH:9][CH:10]=1)[NH:7][CH:6]=[CH:5]2.C(=O)([O-])[O-].[K+].[K+].[CH:17](I)([CH3:19])[CH3:18]. The catalyst is C(#N)C. The product is [CH:17]([O:1][C:2]1[CH:3]=[C:4]2[C:8](=[CH:9][CH:10]=1)[NH:7][CH:6]=[CH:5]2)([CH3:19])[CH3:18]. The yield is 0.830. (3) The reactants are C([O:3][C:4]([C@H:6]1[C@@H:11]([N:12]([CH2:33][CH2:34][CH:35]2[CH2:37][CH2:36]2)[C:13](=[O:32])[CH2:14][C:15]2[NH:20][C:19]3[CH:21]=[CH:22][C:23]([NH:25][S:26]([CH3:29])(=[O:28])=[O:27])=[CH:24][C:18]=3[S:17](=[O:31])(=[O:30])[N:16]=2)[C@H:10]2[CH2:38][C@@H:7]1[CH2:8][CH2:9]2)=O)C.[O-]CC.[Na+].Cl. The catalyst is C(O)C. The product is [CH:35]1([CH2:34][CH2:33][N:12]2[C:13](=[O:32])[C:14]([C:15]3[NH:20][C:19]4[CH:21]=[CH:22][C:23]([NH:25][S:26]([CH3:29])(=[O:27])=[O:28])=[CH:24][C:18]=4[S:17](=[O:30])(=[O:31])[N:16]=3)=[C:4]([OH:3])[C@H:6]3[C@@H:11]2[C@H:10]2[CH2:38][C@@H:7]3[CH2:8][CH2:9]2)[CH2:36][CH2:37]1. The yield is 0.229. (4) The reactants are [CH2:1]=[C:2]([C:4]1[CH:5]=[C:6]([C:10]([NH:13][C:14](=[O:24])[O:15][CH:16]2[CH:21]3[CH2:22][CH2:23][N:18]([CH2:19][CH2:20]3)[CH2:17]2)([CH3:12])[CH3:11])[CH:7]=[CH:8][CH:9]=1)[CH3:3]. The catalyst is [OH-].[Pd+2].[OH-]. The product is [CH3:3][CH:2]([C:4]1[CH:5]=[C:6]([C:10]([NH:13][C:14](=[O:24])[O:15][CH:16]2[CH:21]3[CH2:20][CH2:19][N:18]([CH2:23][CH2:22]3)[CH2:17]2)([CH3:11])[CH3:12])[CH:7]=[CH:8][CH:9]=1)[CH3:1]. The yield is 0.330. (5) The reactants are Cl.[Br:2][C:3]1[CH:8]=[CH:7][C:6]([C:9](=[O:14])[CH2:10][CH2:11][CH2:12][CH3:13])=[CH:5][CH:4]=1.[N:15]([O-])=[O:16].[Na+]. The catalyst is C1COCC1.C(OCC)C. The product is [Br:2][C:3]1[CH:4]=[CH:5][C:6]([C:9](=[O:14])/[C:10](=[N:15]\[OH:16])/[CH2:11][CH2:12][CH3:13])=[CH:7][CH:8]=1. The yield is 0.330.